From a dataset of Catalyst prediction with 721,799 reactions and 888 catalyst types from USPTO. Predict which catalyst facilitates the given reaction. (1) Reactant: [NH2:1][C:2]1[S:6][C:5]2[CH2:7][CH2:8][CH2:9][CH2:10][C:4]=2[C:3]=1[C:11]([NH2:13])=[O:12].C(N(CC)CC)C.[Br:21][CH2:22][C:23](Br)=[O:24].Cl. Product: [Br:21][CH2:22][C:23]([NH:1][C:2]1[S:6][C:5]2[CH2:7][CH2:8][CH2:9][CH2:10][C:4]=2[C:3]=1[C:11]([NH2:13])=[O:12])=[O:24]. The catalyst class is: 2. (2) Product: [CH3:1][O:2][C:3]1[C:12]2[C:7](=[CH:8][CH:9]=[CH:10][CH:11]=2)[C:6]([O:13][CH3:14])=[CH:5][C:4]=1/[CH:15]=[C:32](\[CH2:31][CH2:20][CH3:19])/[C:33]([O:35][CH2:36][CH3:37])=[O:34]. The catalyst class is: 28. Reactant: [CH3:1][O:2][C:3]1[C:12]2[C:7](=[CH:8][CH:9]=[CH:10][CH:11]=2)[C:6]([O:13][CH3:14])=[CH:5][C:4]=1[CH:15]=O.CO[C:19]1C2C(=CC=CC=2)C(OC)=C[C:20]=1/[CH:31]=[C:32](\C)/[C:33]([O:35][CH2:36][CH3:37])=[O:34]. (3) Product: [CH3:1][NH:2][CH2:13][CH:14]1[CH2:15][CH2:16][N:17]([C:20]([O:22][C:23]([CH3:26])([CH3:25])[CH3:24])=[O:21])[CH2:18][CH2:19]1. Reactant: [CH3:1][N:2]([CH2:13][CH:14]1[CH2:19][CH2:18][N:17]([C:20]([O:22][C:23]([CH3:26])([CH3:25])[CH3:24])=[O:21])[CH2:16][CH2:15]1)C(OCC1C=CC=CC=1)=O. The catalyst class is: 871. (4) Reactant: [Cl:1][C:2]1[CH:3]=[C:4]([CH:6]=[CH:7][C:8]=1[Cl:9])[NH2:5].N1C=CC=CC=1.Cl[C:17]1[C:22]2[CH:23]=[C:24]([S:26](Cl)(=[O:28])=[O:27])[S:25][C:21]=2[CH:20]=[CH:19][N:18]=1.[NH:30]1[CH2:35][CH2:34][NH:33][CH2:32][CH2:31]1.C([O-])([O-])=O.[K+].[K+]. Product: [ClH:1].[Cl:1][C:2]1[CH:3]=[C:4]([NH:5][S:26]([C:24]2[S:25][C:21]3[CH:20]=[CH:19][N:18]=[C:17]([N:30]4[CH2:35][CH2:34][NH:33][CH2:32][CH2:31]4)[C:22]=3[CH:23]=2)(=[O:28])=[O:27])[CH:6]=[CH:7][C:8]=1[Cl:9]. The catalyst class is: 10.